This data is from Reaction yield outcomes from USPTO patents with 853,638 reactions. The task is: Predict the reaction yield, written as a fraction of the theoretical maximum amount of product (1.0 means a 100% yield; for example, 0.34 means a 34% yield). (1) The reactants are [CH3:1][O:2][C:3](=[O:8])[CH:4](Br)[CH2:5]Br.CCN(CC)CC.[CH2:16]([NH:23][CH2:24][CH2:25][NH:26][CH2:27][C:28]1[CH:33]=[CH:32][CH:31]=[CH:30][CH:29]=1)[C:17]1[CH:22]=[CH:21][CH:20]=[CH:19][CH:18]=1. The catalyst is C1(C)C=CC=CC=1. The product is [CH3:1][O:2][C:3]([CH:4]1[CH2:5][N:26]([CH2:27][C:28]2[CH:33]=[CH:32][CH:31]=[CH:30][CH:29]=2)[CH2:25][CH2:24][N:23]1[CH2:16][C:17]1[CH:22]=[CH:21][CH:20]=[CH:19][CH:18]=1)=[O:8]. The yield is 0.848. (2) The reactants are Br[C:2]1[C:3]([O:13][CH3:14])=[CH:4][C:5]([O:11][CH3:12])=[C:6]([CH2:8][CH:9]=[O:10])[CH:7]=1.[S:15]1[CH:19]=[CH:18][CH:17]=[C:16]1B(O)O.[F-].[K+].C(P(C(C)(C)C)C(C)(C)C)(C)(C)C.C([O-])([O-])=O.[Na+].[Na+]. The catalyst is C1COCC1.O.CCOC(C)=O.[Pd].[Pd].C(=CC(C=CC1C=CC=CC=1)=O)C1C=CC=CC=1.C(=CC(C=CC1C=CC=CC=1)=O)C1C=CC=CC=1.C(=CC(C=CC1C=CC=CC=1)=O)C1C=CC=CC=1. The product is [CH3:12][O:11][C:5]1[CH:4]=[C:3]([O:13][CH3:14])[C:2]([C:16]2[S:15][CH:19]=[CH:18][CH:17]=2)=[CH:7][C:6]=1[CH2:8][CH:9]=[O:10]. The yield is 0.280. (3) The reactants are [CH3:1][O:2][C:3]1[CH:17]=[CH:16][C:6]([C:7]([CH2:9][C:10](=[O:15])[C:11]([O:13]C)=O)=[O:8])=[CH:5][CH:4]=1.[O:18]1[CH:22]=[CH:21][C:20]([C:23]2[CH:29]=[CH:28][C:26]([NH2:27])=[CH:25][CH:24]=2)=[N:19]1.[F:30][C:31]1[CH:32]=[C:33]([CH:36]=[CH:37][CH:38]=1)[CH:34]=O.C(OCC)C. The catalyst is O1CCOCC1. The product is [F:30][C:31]1[CH:32]=[C:33]([CH:34]2[N:27]([C:26]3[CH:28]=[CH:29][C:23]([C:20]4[CH:21]=[CH:22][O:18][N:19]=4)=[CH:24][CH:25]=3)[C:11](=[O:13])[C:10]([OH:15])=[C:9]2[C:7](=[O:8])[C:6]2[CH:5]=[CH:4][C:3]([O:2][CH3:1])=[CH:17][CH:16]=2)[CH:36]=[CH:37][CH:38]=1. The yield is 0.340. (4) The reactants are [NH2:1][CH2:2][C@H:3]1[CH2:8][CH2:7][C@H:6]([C:9]([OH:11])=[O:10])[CH2:5][CH2:4]1.Cl[C:13]([O:15][CH2:16][C:17]1[CH:22]=[CH:21][CH:20]=[CH:19][CH:18]=1)=[O:14]. The catalyst is [OH-].[Na+].O. The product is [C:17]1([CH2:16][O:15][C:13]([NH:1][CH2:2][CH:3]2[CH2:4][CH2:5][CH:6]([C:9]([OH:11])=[O:10])[CH2:7][CH2:8]2)=[O:14])[CH:22]=[CH:21][CH:20]=[CH:19][CH:18]=1. The yield is 0.960. (5) The yield is 0.950. The reactants are [CH3:1][C:2]([C:4]1[C:9]([Cl:10])=[C:8]([F:11])[CH:7]=[CH:6][C:5]=1[Cl:12])=[O:3].[H-].[Al+3].[Li+].[H-].[H-].[H-].[OH-].[Na+].[O-]S([O-])(=O)=O.[Mg+2]. The catalyst is C1COCC1.O. The product is [Cl:10][C:9]1[C:8]([F:11])=[CH:7][CH:6]=[C:5]([Cl:12])[C:4]=1[CH:2]([OH:3])[CH3:1].